From a dataset of Full USPTO retrosynthesis dataset with 1.9M reactions from patents (1976-2016). Predict the reactants needed to synthesize the given product. Given the product [NH2:1][C:2]1[C:7]2[C:8]([C:11]3[CH:16]=[CH:15][C:14]([NH:17][C:18]([C:20]4[N:21]([CH3:29])[C:22]5[C:27]([CH:28]=4)=[CH:26][CH:25]=[CH:24][CH:23]=5)=[O:19])=[C:13]([O:30][CH3:31])[CH:12]=3)=[CH:9][S:10][C:6]=2[C:5]([C:36]2[O:37][CH:38]=[CH:39][C:35]=2[CH:33]=[O:34])=[CH:4][N:3]=1, predict the reactants needed to synthesize it. The reactants are: [NH2:1][C:2]1[C:7]2[C:8]([C:11]3[CH:16]=[CH:15][C:14]([NH:17][C:18]([C:20]4[N:21]([CH3:29])[C:22]5[C:27]([CH:28]=4)=[CH:26][CH:25]=[CH:24][CH:23]=5)=[O:19])=[C:13]([O:30][CH3:31])[CH:12]=3)=[CH:9][S:10][C:6]=2[C:5](I)=[CH:4][N:3]=1.[CH:33]([C:35]1[CH:39]=[CH:38][O:37][C:36]=1B(O)O)=[O:34].